From a dataset of Forward reaction prediction with 1.9M reactions from USPTO patents (1976-2016). Predict the product of the given reaction. (1) Given the reactants [ClH:1].[NH2:2][C:3]1[CH:8]=[C:7]([CH3:9])[C:6]([CH3:10])=[CH:5][C:4]=1[NH:11][C:12]([C:14]1[NH:15][N:16]=[C:17]2[C:22]=1[CH2:21][CH2:20][N:19](C(OC(C)(C)C)=O)[CH2:18]2)=O, predict the reaction product. The product is: [ClH:1].[CH3:9][C:7]1[C:6]([CH3:10])=[CH:5][C:4]2[NH:11][C:12]([C:14]3[NH:15][N:16]=[C:17]4[C:22]=3[CH2:21][CH2:20][NH:19][CH2:18]4)=[N:2][C:3]=2[CH:8]=1. (2) Given the reactants C(O)CCO.[2H]C(C(O)([2H])[2H])(C(O)([2H])[2H])[2H].[C:17]([OH:36])(=[O:35])[CH2:18][CH2:19][CH2:20][CH2:21][CH2:22][CH2:23][CH2:24][CH2:25][CH2:26][CH2:27][CH2:28][CH2:29][CH2:30][CH2:31][CH2:32][CH2:33][CH3:34], predict the reaction product. The product is: [CH3:34][CH2:33][CH2:32][CH2:31][CH2:30][CH2:29][CH2:28][CH2:27][CH2:26][CH2:25][CH2:24][CH2:23][CH2:22][CH2:21][CH2:20][CH2:19][CH2:18][C:17]([O-:36])=[O:35].[CH3:34][CH2:33][CH2:32][CH2:31][CH2:30][CH2:29][CH2:28][CH2:27][CH2:26][CH2:25][CH2:24][CH2:23][CH2:22][CH2:21][CH2:20][CH2:19][CH2:18][C:17]([O-:36])=[O:35]. (3) Given the reactants [Cl-].O[NH3+:3].[C:4](=[O:7])([O-])[OH:5].[Na+].CS(C)=O.[CH2:13]([C:15]1[N:16]=[C:17]([CH2:48][CH2:49][CH3:50])[N:18]([CH2:33][C:34]2[CH:39]=[CH:38][C:37]([C:40]3[C:41]([C:46]#[N:47])=[CH:42][CH:43]=[CH:44][CH:45]=3)=[CH:36][CH:35]=2)[C:19](=[O:32])[C:20]=1[C:21]1[CH:26]=[CH:25][C:24]([O:27][CH:28]([CH3:30])[CH3:29])=[C:23]([F:31])[CH:22]=1)[CH3:14], predict the reaction product. The product is: [CH2:13]([C:15]1[N:16]=[C:17]([CH2:48][CH2:49][CH3:50])[N:18]([CH2:33][C:34]2[CH:35]=[CH:36][C:37]([C:40]3[CH:45]=[CH:44][CH:43]=[CH:42][C:41]=3[C:46]3[NH:3][C:4](=[O:7])[O:5][N:47]=3)=[CH:38][CH:39]=2)[C:19](=[O:32])[C:20]=1[C:21]1[CH:26]=[CH:25][C:24]([O:27][CH:28]([CH3:29])[CH3:30])=[C:23]([F:31])[CH:22]=1)[CH3:14]. (4) Given the reactants [OH-].[K+:2].O.[NH:4]1[C:8]([C:9]([O:11]CC)=[O:10])=[N:7][N:6]=[N:5]1.CCO, predict the reaction product. The product is: [NH:4]1[C:8]([C:9]([O-:11])=[O:10])=[N:7][N:6]=[N:5]1.[K+:2].[K+:2].[NH:4]1[C:8]([C:9]([O-:11])=[O:10])=[N:7][N:6]=[N:5]1. (5) Given the reactants [CH3:1][N:2]([CH2:7][CH:8]=[CH2:9])[S:3]([NH2:6])(=[O:5])=[O:4].C(N(CC)CC)C.[Cl:17][C:18]1[CH:31]=[CH:30][C:29]([N:32]2[C:37](=[O:38])[CH:36]=[C:35]([C:39]([F:42])([F:41])[F:40])[N:34]([CH3:43])[C:33]2=[O:44])=[CH:28][C:19]=1[C:20]([O:22][C@@H:23]([CH3:27])[C:24](Cl)=[O:25])=[O:21], predict the reaction product. The product is: [CH3:1][N:2]([CH2:7][CH:8]=[CH2:9])[S:3]([NH2:6])(=[O:5])=[O:4].[Cl:17][C:18]1[CH:31]=[CH:30][C:29]([N:32]2[C:37](=[O:38])[CH:36]=[C:35]([C:39]([F:40])([F:42])[F:41])[N:34]([CH3:43])[C:33]2=[O:44])=[CH:28][C:19]=1[C:20]([O:22][C@@H:23]([CH3:27])[C:24]([OH:25])=[O:4])=[O:21]. (6) The product is: [Cl:25][C:26]1[C:27]([C:47]2[N:51]3[CH:52]=[CH:53][CH:54]=[C:55]([F:56])[C:50]3=[N:49][CH:48]=2)=[N:28][C:29]([NH:32][C:33]2[CH:38]=[CH:37][C:36]([N:39]([CH2:40][C:41]([N:15]3[CH2:10][CH2:11][NH:16][CH2:13][CH2:14]3)=[O:42])[CH3:44])=[CH:35][C:34]=2[O:45][CH3:46])=[N:30][CH:31]=1. Given the reactants CN(C(ON1N=[N:16][C:11]2C=[CH:13][CH:14]=[N:15][C:10]1=2)=[N+](C)C)C.F[P-](F)(F)(F)(F)F.[Cl:25][C:26]1[C:27]([C:47]2[N:51]3[CH:52]=[CH:53][CH:54]=[C:55]([F:56])[C:50]3=[N:49][CH:48]=2)=[N:28][C:29]([NH:32][C:33]2[CH:38]=[CH:37][C:36]([N:39]([CH3:44])[CH2:40][C:41]([O-])=[O:42])=[CH:35][C:34]=2[O:45][CH3:46])=[N:30][CH:31]=1.[Na+].N1(C(OC(C)(C)C)=O)CCNCC1.C(N(C(C)C)C(C)C)C, predict the reaction product. (7) Given the reactants [CH3:1][NH:2][CH2:3][CH2:4][C:5]1[C:13]2[C:8](=[CH:9][CH:10]=[CH:11][CH:12]=2)[NH:7][CH:6]=1.[CH3:14][N:15]([CH3:29])[C:16]1([C:23]2[CH:28]=[CH:27][CH:26]=[CH:25][CH:24]=2)[CH2:21][CH2:20][C:19](=O)[CH2:18][CH2:17]1.C(O)(=O)C.C(O[BH-](OC(=O)C)OC(=O)C)(=O)C.[Na+].[Cl:48]CCCl, predict the reaction product. The product is: [ClH:48].[ClH:48].[NH:7]1[C:8]2[C:13](=[CH:12][CH:11]=[CH:10][CH:9]=2)[C:5]([CH2:4][CH2:3][N:2]([CH3:1])[CH:19]2[CH2:20][CH2:21][C:16]([C:23]3[CH:28]=[CH:27][CH:26]=[CH:25][CH:24]=3)([N:15]([CH3:29])[CH3:14])[CH2:17][CH2:18]2)=[CH:6]1. (8) Given the reactants [NH2:1][C:2]1[N:3]([C:7]2[NH:11][C:10]3[CH:12]=[CH:13][CH:14]=[CH:15][C:9]=3[N:8]=2)[N:4]=[CH:5][N:6]=1.[CH3:16][C:17]1[CH:18]=[C:19]([CH:24]=[CH:25][C:26]=1[CH3:27])[C:20](=[O:23])[CH2:21]Br.C(=O)([O-])[O-].[K+].[K+], predict the reaction product. The product is: [NH2:1][C:2]1[N:3]([C:7]2[N:11]([CH2:21][C:20]([C:19]3[CH:24]=[CH:25][C:26]([CH3:27])=[C:17]([CH3:16])[CH:18]=3)=[O:23])[C:10]3[CH:12]=[CH:13][CH:14]=[CH:15][C:9]=3[N:8]=2)[N:4]=[CH:5][N:6]=1.